Task: Regression. Given two drug SMILES strings and cell line genomic features, predict the synergy score measuring deviation from expected non-interaction effect.. Dataset: NCI-60 drug combinations with 297,098 pairs across 59 cell lines (1) Drug 1: CCCS(=O)(=O)NC1=C(C(=C(C=C1)F)C(=O)C2=CNC3=C2C=C(C=N3)C4=CC=C(C=C4)Cl)F. Drug 2: CN(CCCl)CCCl.Cl. Cell line: NCI-H226. Synergy scores: CSS=2.15, Synergy_ZIP=0.520, Synergy_Bliss=1.73, Synergy_Loewe=-2.73, Synergy_HSA=-2.43. (2) Drug 1: C1CN(CCN1C(=O)CCBr)C(=O)CCBr. Drug 2: C1CC(=O)NC(=O)C1N2C(=O)C3=CC=CC=C3C2=O. Cell line: HL-60(TB). Synergy scores: CSS=71.6, Synergy_ZIP=0.122, Synergy_Bliss=-0.363, Synergy_Loewe=-11.3, Synergy_HSA=-0.746.